This data is from TCR-epitope binding with 47,182 pairs between 192 epitopes and 23,139 TCRs. The task is: Binary Classification. Given a T-cell receptor sequence (or CDR3 region) and an epitope sequence, predict whether binding occurs between them. (1) The TCR CDR3 sequence is CATSDTDRAYNEQFF. The epitope is KLPDDFTGCV. Result: 1 (the TCR binds to the epitope). (2) The epitope is FVDGVPFVV. The TCR CDR3 sequence is CATSGQDNQPQHF. Result: 0 (the TCR does not bind to the epitope).